Dataset: Reaction yield outcomes from USPTO patents with 853,638 reactions. Task: Predict the reaction yield, written as a fraction of the theoretical maximum amount of product (1.0 means a 100% yield; for example, 0.34 means a 34% yield). The yield is 0.200. The catalyst is C(#N)C. The product is [F:23][CH:2]([F:1])[O:3][C:4]1[C:5]([O:22][CH2:31][C:32]2([CH3:36])[CH2:35][O:34][CH2:33]2)=[C:6]([C:12]2[CH:13]=[C:14]3[C:18](=[CH:19][CH:20]=2)[C:17](=[O:21])[O:16][CH2:15]3)[CH:7]=[CH:8][C:9]=1[O:10][CH3:11]. The reactants are [F:1][CH:2]([F:23])[O:3][C:4]1[C:5]([OH:22])=[C:6]([C:12]2[CH:13]=[C:14]3[C:18](=[CH:19][CH:20]=2)[C:17](=[O:21])[O:16][CH2:15]3)[CH:7]=[CH:8][C:9]=1[O:10][CH3:11].C(=O)([O-])[O-].[K+].[K+].Br[CH2:31][C:32]1([CH3:36])[CH2:35][O:34][CH2:33]1.